Dataset: Full USPTO retrosynthesis dataset with 1.9M reactions from patents (1976-2016). Task: Predict the reactants needed to synthesize the given product. (1) Given the product [I:41][C:42]1[CH:49]=[CH:48][C:45]([CH2:46][O:38][CH:22]([C:23]2[S:24][C:25]([C:28]3[CH:33]=[CH:32][C:31]([C:34]([F:35])([F:36])[F:37])=[CH:30][CH:29]=3)=[CH:26][CH:27]=2)[CH2:21][CH2:20][C:17]2[CH:16]=[CH:15][C:3]([O:4][C:5]([CH3:13])([CH3:14])[C:6]([O:8][C:9]([CH3:12])([CH3:11])[CH3:10])=[O:7])=[C:2]([Cl:1])[C:18]=2[Cl:19])=[CH:44][CH:43]=1, predict the reactants needed to synthesize it. The reactants are: [Cl:1][C:2]1[C:18]([Cl:19])=[C:17]([CH2:20][CH2:21][CH:22]([OH:38])[C:23]2[S:24][C:25]([C:28]3[CH:33]=[CH:32][C:31]([C:34]([F:37])([F:36])[F:35])=[CH:30][CH:29]=3)=[CH:26][CH:27]=2)[CH:16]=[CH:15][C:3]=1[O:4][C:5]([CH3:14])([CH3:13])[C:6]([O:8][C:9]([CH3:12])([CH3:11])[CH3:10])=[O:7].[H-].[Na+].[I:41][C:42]1[CH:49]=[CH:48][C:45]([CH2:46]Br)=[CH:44][CH:43]=1. (2) The reactants are: [NH:1]1[CH2:6][CH2:5][NH:4][CH2:3][C:2]1=[O:7].Cl[C:9]1[CH:14]=[CH:13][C:12]([C:15]([F:18])([F:17])[F:16])=[CH:11][N:10]=1.CCN(C(C)C)C(C)C. Given the product [F:16][C:15]([F:18])([F:17])[C:12]1[CH:13]=[CH:14][C:9]([N:4]2[CH2:5][CH2:6][NH:1][C:2](=[O:7])[CH2:3]2)=[N:10][CH:11]=1, predict the reactants needed to synthesize it. (3) Given the product [F:42][C:43]([F:51])([F:50])[CH2:44][CH2:45][S:46]([O:34][C:31]1[CH:30]=[CH:29][C:28]([N:10]2[C:11]([CH3:27])=[C:12]([C:14]([NH:16][C:17]3[CH:22]=[CH:21][C:20]([C:23]([F:24])([F:25])[F:26])=[CH:19][N:18]=3)=[O:15])[N:13]=[C:9]2[C:3]2[CH:4]=[CH:5][C:6]([Cl:8])=[CH:7][C:2]=2[Cl:1])=[CH:33][CH:32]=1)(=[O:48])=[O:47], predict the reactants needed to synthesize it. The reactants are: [Cl:1][C:2]1[CH:7]=[C:6]([Cl:8])[CH:5]=[CH:4][C:3]=1[C:9]1[N:10]([C:28]2[CH:33]=[CH:32][C:31]([OH:34])=[CH:30][CH:29]=2)[C:11]([CH3:27])=[C:12]([C:14]([NH:16][C:17]2[CH:22]=[CH:21][C:20]([C:23]([F:26])([F:25])[F:24])=[CH:19][N:18]=2)=[O:15])[N:13]=1.C(N(CC)CC)C.[F:42][C:43]([F:51])([F:50])[CH2:44][CH2:45][S:46](Cl)(=[O:48])=[O:47].O.